From a dataset of Full USPTO retrosynthesis dataset with 1.9M reactions from patents (1976-2016). Predict the reactants needed to synthesize the given product. Given the product [N+:1]([C:4]1[CH:9]=[CH:8][CH:7]=[CH:6][C:5]=1[N:10]1[C:15](=[O:16])[CH:14]=[CH:13][C:12]2[C:17]([C:23]3[CH:28]=[CH:27][CH:26]=[CH:25][CH:24]=3)=[C:18]([C:20]([NH2:31])=[O:22])[S:19][C:11]1=2)([O-:3])=[O:2], predict the reactants needed to synthesize it. The reactants are: [N+:1]([C:4]1[CH:9]=[CH:8][CH:7]=[CH:6][C:5]=1[N:10]1[C:15](=[O:16])[CH:14]=[CH:13][C:12]2[C:17]([C:23]3[CH:28]=[CH:27][CH:26]=[CH:25][CH:24]=3)=[C:18]([C:20]([OH:22])=O)[S:19][C:11]1=2)([O-:3])=[O:2].C(N1C=CN=C1)([N:31]1C=CN=C1)=O.N.